Dataset: Forward reaction prediction with 1.9M reactions from USPTO patents (1976-2016). Task: Predict the product of the given reaction. (1) Given the reactants [Br:1][CH2:2][C:3]1[CH:8]=[CH:7][CH:6]=[C:5]([CH2:9]Br)[C:4]=1[CH3:11].ClCC1C(C)=C(CCl)C(C)=CC=1C.[NH2:25][C:26]([NH2:28])=[S:27], predict the reaction product. The product is: [BrH:1].[BrH:1].[CH3:11][C:4]1[C:3]([CH2:2][NH:25][C:26]([SH:27])=[NH:28])=[CH:8][CH:7]=[CH:6][C:5]=1[CH2:9][NH:28][C:26]([SH:27])=[NH:25]. (2) Given the reactants [Si:1]([O:8][C:9]1[CH:14]=[CH:13][C:12]([CH2:15][CH2:16][C:17](=O)[CH3:18])=[CH:11][CH:10]=1)([C:4]([CH3:7])([CH3:6])[CH3:5])([CH3:3])[CH3:2].[Br-].[C:21]1([CH3:47])[CH:26]=[CH:25][CH:24]=[C:23](C[P+](C2C=CC=CC=2)(C2C=CC=CC=2)C2C=CC=CC=2)[CH:22]=1.C[C:49](O)=[O:50], predict the reaction product. The product is: [C:4]([Si:1]([O:8][C:9]1[CH:14]=[CH:13][C:12]([CH2:15][CH2:16][C:17]([CH3:18])=[CH:47][C:21]2[CH:26]=[CH:25][C:24]([O:50][CH3:49])=[CH:23][CH:22]=2)=[CH:11][CH:10]=1)([CH3:3])[CH3:2])([CH3:7])([CH3:6])[CH3:5]. (3) Given the reactants [NH2:1][C:2]1[CH:13]=[CH:12][CH:11]=[CH:10][C:3]=1[CH:4]=[CH:5][C:6]([O:8][CH3:9])=[O:7].[C:14]1([N:20]=[C:21]=[O:22])[CH:19]=[CH:18][CH:17]=[CH:16][CH:15]=1, predict the reaction product. The product is: [C:14]1([NH:20][C:21](=[O:22])[NH:1][C:2]2[CH:13]=[CH:12][CH:11]=[CH:10][C:3]=2[CH:4]=[CH:5][C:6]([O:8][CH3:9])=[O:7])[CH:19]=[CH:18][CH:17]=[CH:16][CH:15]=1. (4) Given the reactants [CH2:1]([CH:3]([CH2:42][CH2:43][CH2:44][CH3:45])[CH2:4][N:5]1[C:17]2[C:12](=[CH:13][C:14]([C:22](=[O:32])[C:23]3[C:28]([CH3:29])=[CH:27][C:26]([CH3:30])=[CH:25][C:24]=3[CH3:31])=[C:15]3[CH:21]=[CH:20][CH:19]=[CH:18][C:16]3=2)[C:11]2[C:6]1=[CH:7][CH:8]=[C:9]([C:33](=[O:41])[CH2:34][C:35]1[CH:40]=[CH:39][CH:38]=[CH:37][CH:36]=1)[CH:10]=2)[CH3:2].[N:46](OCCC(C)C)=[O:47], predict the reaction product. The product is: [CH2:1]([CH:3]([CH2:42][CH2:43][CH2:44][CH3:45])[CH2:4][N:5]1[C:17]2[C:12](=[CH:13][C:14]([C:22](=[O:32])[C:23]3[C:24]([CH3:31])=[CH:25][C:26]([CH3:30])=[CH:27][C:28]=3[CH3:29])=[C:15]3[CH:21]=[CH:20][CH:19]=[CH:18][C:16]3=2)[C:11]2[C:6]1=[CH:7][CH:8]=[C:9]([C:33](=[O:41])[C:34]([C:35]1[CH:36]=[CH:37][CH:38]=[CH:39][CH:40]=1)=[N:46][OH:47])[CH:10]=2)[CH3:2].